This data is from Full USPTO retrosynthesis dataset with 1.9M reactions from patents (1976-2016). The task is: Predict the reactants needed to synthesize the given product. (1) Given the product [CH:1]1[C:10]2[C:5](=[CH:6][C:7]([O:11][C@H:12]3[CH2:13][CH2:14][C@H:15]([NH:18][C:19](=[O:21])[CH3:20])[CH2:16][CH2:17]3)=[CH:8][CH:9]=2)[CH:4]=[CH:3][N:2]=1, predict the reactants needed to synthesize it. The reactants are: [CH:1]1[C:10]2[C:5](=[CH:6][C:7]([O:11][C@H:12]3[CH2:17][CH2:16][C@H:15]([NH2:18])[CH2:14][CH2:13]3)=[CH:8][CH:9]=2)[CH:4]=[CH:3][N:2]=1.[C:19](Cl)(=[O:21])[CH3:20]. (2) Given the product [O:3]1[C:8]2=[CH:9][CH:10]=[CH:11][C:7]2=[CH:6][C:5]([CH:12]2[CH2:17][CH2:16][CH2:15][CH2:14][N:13]2[CH2:18][CH2:19][C@H:20]2[CH2:21][CH2:22][C@H:23]([NH:26][C:38](=[O:39])[C:37]3[CH:36]=[CH:35][C:34]([N:31]4[CH2:30][CH2:29][N:28]([CH3:27])[CH2:33][CH2:32]4)=[CH:42][CH:41]=3)[CH2:24][CH2:25]2)=[CH:4]1, predict the reactants needed to synthesize it. The reactants are: Cl.Cl.[O:3]1[C:8]2=[CH:9][CH:10]=[CH:11][C:7]2=[CH:6][C:5]([CH:12]2[CH2:17][CH2:16][CH2:15][CH2:14][N:13]2[CH2:18][CH2:19][C@H:20]2[CH2:25][CH2:24][C@H:23]([NH2:26])[CH2:22][CH2:21]2)=[CH:4]1.[CH3:27][N:28]1[CH2:33][CH2:32][N:31]([C:34]2[CH:42]=[CH:41][C:37]([C:38](O)=[O:39])=[CH:36][CH:35]=2)[CH2:30][CH2:29]1. (3) Given the product [CH3:1][O:2][CH2:3][CH2:4][O:5][CH2:6][C:7]1[CH:8]=[CH:9][C:10]([C@H:13]2[C@H:18]([O:19][CH2:20][C:21]3[N:22]([CH3:26])[CH:23]=[N:24][CH:25]=3)[CH2:17][NH:16][CH2:15][C@@H:14]2[O:34][CH2:35][C:36]2[CH:37]=[CH:38][C:39]3[O:44][CH2:43][CH2:42][N:41]([CH2:45][CH2:46][CH2:47][O:48][CH3:49])[C:40]=3[CH:50]=2)=[CH:11][CH:12]=1, predict the reactants needed to synthesize it. The reactants are: [CH3:1][O:2][CH2:3][CH2:4][O:5][CH2:6][C:7]1[CH:12]=[CH:11][C:10]([C@H:13]2[C@H:18]([O:19][CH2:20][C:21]3[N:22]([CH3:26])[CH:23]=[N:24][CH:25]=3)[CH2:17][N:16](C(OCCOC)=O)[CH2:15][C@@H:14]2[O:34][CH2:35][C:36]2[CH:37]=[CH:38][C:39]3[O:44][CH2:43][CH2:42][N:41]([CH2:45][CH2:46][CH2:47][O:48][CH3:49])[C:40]=3[CH:50]=2)=[CH:9][CH:8]=1.O. (4) The reactants are: [C:1]([NH:4][NH:5][C:6](=O)[CH2:7][C@@H:8]1[CH:14]=[C:13]([C:15]2[CH:20]=[CH:19][C:18]([Cl:21])=[CH:17][CH:16]=2)[C:12]2[CH:22]=[CH:23][CH:24]=[CH:25][C:11]=2[N:10]2[C:26]([CH3:29])=[N:27][N:28]=[C:9]12)(=O)[CH3:2].COC1C=CC(P2(SP(C3C=CC(OC)=CC=3)(=S)S2)=[S:40])=CC=1.[OH-].[Na+]. Given the product [Cl:21][C:18]1[CH:19]=[CH:20][C:15]([C:13]2[C:12]3[CH:22]=[CH:23][CH:24]=[CH:25][C:11]=3[N:10]3[C:26]([CH3:29])=[N:27][N:28]=[C:9]3[CH:8]([CH2:7][C:6]3[S:40][C:1]([CH3:2])=[N:4][N:5]=3)[CH:14]=2)=[CH:16][CH:17]=1, predict the reactants needed to synthesize it. (5) The reactants are: [H-].[Na+].[C:3]1([C:9]2[N:10]=[CH:11][NH:12][CH:13]=2)[CH:8]=[CH:7][CH:6]=[CH:5][CH:4]=1.[CH3:14][O:15][C:16](=[O:20])[CH2:17][CH2:18]Br. Given the product [C:3]1([C:9]2[N:10]=[CH:11][N:12]([CH2:18][CH2:17][C:16]([O:15][CH3:14])=[O:20])[CH:13]=2)[CH:4]=[CH:5][CH:6]=[CH:7][CH:8]=1, predict the reactants needed to synthesize it. (6) Given the product [Cl:1][C:2]1[C:3]([OH:10])=[C:4]([CH:5]=[N:18][NH:17][C:15](=[O:16])[C:14]2[CH:19]=[CH:20][CH:21]=[C:12]([CH3:11])[CH:13]=2)[CH:7]=[CH:8][CH:9]=1, predict the reactants needed to synthesize it. The reactants are: [Cl:1][C:2]1[C:3]([OH:10])=[C:4]([CH:7]=[CH:8][CH:9]=1)[CH:5]=O.[CH3:11][C:12]1[CH:13]=[C:14]([CH:19]=[CH:20][CH:21]=1)[C:15]([NH:17][NH2:18])=[O:16]. (7) Given the product [CH:13]([O:16][C:17]1[CH:25]=[CH:24][C:23]([S:26]([CH3:29])(=[O:28])=[O:27])=[CH:22][C:18]=1[C:19]([N:8]1[CH2:7][CH2:6][C:5]2[C:10](=[CH:11][CH:12]=[C:3]([O:2][CH3:1])[CH:4]=2)[CH2:9]1)=[O:20])([CH3:15])[CH3:14], predict the reactants needed to synthesize it. The reactants are: [CH3:1][O:2][C:3]1[CH:4]=[C:5]2[C:10](=[CH:11][CH:12]=1)[CH2:9][NH:8][CH2:7][CH2:6]2.[CH:13]([O:16][C:17]1[CH:25]=[CH:24][C:23]([S:26]([CH3:29])(=[O:28])=[O:27])=[CH:22][C:18]=1[C:19](O)=[O:20])([CH3:15])[CH3:14].